This data is from Catalyst prediction with 721,799 reactions and 888 catalyst types from USPTO. The task is: Predict which catalyst facilitates the given reaction. (1) Reactant: [CH3:1][O:2][C:3]([C:5]1[S:6][C:7]([N+:11]([O-:13])=[O:12])=[C:8](Br)[CH:9]=1)=[O:4].[CH3:14][O:15][C:16]1[CH:17]=[C:18]([SH:22])[CH:19]=[CH:20][CH:21]=1.C([O-])([O-])=O.[Cs+].[Cs+]. Product: [CH3:1][O:2][C:3]([C:5]1[S:6][C:7]([N+:11]([O-:13])=[O:12])=[C:8]([S:22][C:18]2[CH:19]=[CH:20][CH:21]=[C:16]([O:15][CH3:14])[CH:17]=2)[CH:9]=1)=[O:4]. The catalyst class is: 3. (2) Reactant: C[O:2][C:3]([C:5]1[CH:10]=[CH:9][N:8]([CH2:11][C:12]2[CH:17]=[CH:16][CH:15]=[CH:14][CH:13]=2)[C:7](=[O:18])[C:6]=1[C:19]([O:21][CH2:22][CH3:23])=[O:20])=[O:4].[Li+].[I-]. Product: [CH2:22]([O:21][C:19]([C:6]1[C:7](=[O:18])[N:8]([CH2:11][C:12]2[CH:13]=[CH:14][CH:15]=[CH:16][CH:17]=2)[CH:9]=[CH:10][C:5]=1[C:3]([OH:4])=[O:2])=[O:20])[CH3:23]. The catalyst class is: 17.